This data is from Catalyst prediction with 721,799 reactions and 888 catalyst types from USPTO. The task is: Predict which catalyst facilitates the given reaction. (1) Reactant: [S:1]([C:5]1[CH:13]=[CH:12][C:8]([C:9](O)=O)=[CH:7][CH:6]=1)(=[O:4])(=[O:3])[NH2:2].[CH2:14]([NH:18][C:19]([NH:21][NH2:22])=[S:20])[CH2:15][CH2:16][CH3:17].O=P(Cl)(Cl)Cl. Product: [CH2:14]([NH:18][C:19]1[S:20][C:9]([C:8]2[CH:12]=[CH:13][C:5]([S:1]([NH2:2])(=[O:4])=[O:3])=[CH:6][CH:7]=2)=[N:22][N:21]=1)[CH2:15][CH2:16][CH3:17]. The catalyst class is: 12. (2) Reactant: [F:1][C:2]1([F:45])[CH2:7][C@H:6]([O:8][C:9]2[CH:14]=[CH:13][C:12]([S:15]([N:18](CC3C=CC(OC)=CC=3OC)[C:19]3[CH:24]=[CH:23][N:22]=[CH:21][N:20]=3)(=[O:17])=[O:16])=[C:11]([F:36])[CH:10]=2)[C@@H:5]([C:37]2[CH:38]=[N:39][N:40](COC)[CH:41]=2)[CH2:4][CH2:3]1.C([SiH](CC)CC)C. Product: [F:45][C:2]1([F:1])[CH2:7][C@H:6]([O:8][C:9]2[CH:14]=[CH:13][C:12]([S:15]([NH:18][C:19]3[CH:24]=[CH:23][N:22]=[CH:21][N:20]=3)(=[O:16])=[O:17])=[C:11]([F:36])[CH:10]=2)[C@@H:5]([C:37]2[CH:41]=[N:40][NH:39][CH:38]=2)[CH2:4][CH2:3]1. The catalyst class is: 281. (3) The catalyst class is: 13. Reactant: S(=O)(=O)(O)O.[CH3:6][O:7][C:8](=[O:19])[C:9]1[CH:14]=[C:13]([N+:15]([O-:17])=[O:16])[CH:12]=[CH:11][C:10]=1[Br:18].[N+:20]([O-])([OH:22])=[O:21]. Product: [CH3:6][O:7][C:8](=[O:19])[C:9]1[CH:14]=[C:13]([N+:15]([O-:17])=[O:16])[CH:12]=[C:11]([N+:20]([O-:22])=[O:21])[C:10]=1[Br:18]. (4) Reactant: [CH3:1][O:2][C:3]1[CH:8]=[CH:7][C:6]([C:9]2[C:10]3[CH:31]=[CH:30][CH:29]=[CH:28][C:11]=3[NH:12][C:13](=[O:27])[CH:14]([NH:16]C(=O)OCC3C=CC=CC=3)[N:15]=2)=[CH:5][CH:4]=1.Br.CCOCC. Product: [NH2:16][CH:14]1[C:13](=[O:27])[NH:12][C:11]2[CH:28]=[CH:29][CH:30]=[CH:31][C:10]=2[C:9]([C:6]2[CH:7]=[CH:8][C:3]([O:2][CH3:1])=[CH:4][CH:5]=2)=[N:15]1. The catalyst class is: 15.